Dataset: Full USPTO retrosynthesis dataset with 1.9M reactions from patents (1976-2016). Task: Predict the reactants needed to synthesize the given product. (1) Given the product [C:69]([C:68]1[CH:71]=[CH:72][C:65]([NH:64][C:30]([CH:20]2[NH:19][CH:18]([CH2:33][C:34]([CH3:36])([CH3:35])[CH3:37])[C:17]3([C:12]4[C:13](=[CH:14][C:9]([Cl:8])=[C:10]([F:39])[CH:11]=4)[NH:15][C:16]3=[O:38])[CH:21]2[C:22]2[CH:27]=[CH:26][CH:25]=[C:24]([Cl:28])[C:23]=2[F:29])=[O:31])=[C:66]([O:73][CH3:74])[CH:67]=1)#[N:70], predict the reactants needed to synthesize it. The reactants are: FC(F)(F)C(O)=O.[Cl:8][C:9]1[CH:14]=[C:13]2[NH:15][C:16](=[O:38])[C:17]3([CH:21]([C:22]4[CH:27]=[CH:26][CH:25]=[C:24]([Cl:28])[C:23]=4[F:29])[CH:20]([C:30](O)=[O:31])[NH:19][CH:18]3[CH2:33][C:34]([CH3:37])([CH3:36])[CH3:35])[C:12]2=[CH:11][C:10]=1[F:39].C(N(C(C)C)CC)(C)C.C1(P(Cl)(C2C=CC=CC=2)=O)C=CC=CC=1.[NH2:64][C:65]1[CH:72]=[CH:71][C:68]([C:69]#[N:70])=[CH:67][C:66]=1[O:73][CH3:74]. (2) Given the product [Br:23][C:24]1[CH:25]=[CH:26][C:27]([C:8]2([C:11]#[N:12])[CH2:9][CH2:10][C:5]3([O:4][CH2:3][CH2:2][O:1]3)[CH2:6][CH2:7]2)=[N:28][CH:29]=1, predict the reactants needed to synthesize it. The reactants are: [O:1]1[C:5]2([CH2:10][CH2:9][CH:8]([C:11]#[N:12])[CH2:7][CH2:6]2)[O:4][CH2:3][CH2:2]1.C[Si]([N-][Si](C)(C)C)(C)C.[Li+].[Br:23][C:24]1[CH:25]=[CH:26][C:27](F)=[N:28][CH:29]=1.O.